Task: Predict which catalyst facilitates the given reaction.. Dataset: Catalyst prediction with 721,799 reactions and 888 catalyst types from USPTO Reactant: [N:1]1[O:2][N:3]=[C:4]2[CH:9]=[C:8]([CH2:10][CH2:11][N:12]3[CH2:17][CH2:16][N:15](C(OC(C)(C)C)=O)[CH2:14][CH2:13]3)[CH:7]=[CH:6][C:5]=12.Cl. Product: [N:12]1([CH2:11][CH2:10][C:8]2[CH:7]=[CH:6][C:5]3=[N:1][O:2][N:3]=[C:4]3[CH:9]=2)[CH2:17][CH2:16][NH:15][CH2:14][CH2:13]1. The catalyst class is: 12.